This data is from Reaction yield outcomes from USPTO patents with 853,638 reactions. The task is: Predict the reaction yield, written as a fraction of the theoretical maximum amount of product (1.0 means a 100% yield; for example, 0.34 means a 34% yield). (1) The yield is 0.900. The reactants are [NH2:1][C:2]1[C:7](=[O:8])[NH:6][N:5]=[C:4]([C:9]2[CH:14]=[CH:13][CH:12]=[CH:11][CH:10]=2)[C:3]=1[CH:15]=[O:16].[CH2:17](Br)[CH3:18].C(=O)([O-])[O-].[K+].[K+].O. The product is [NH2:1][C:2]1[C:7](=[O:8])[N:6]([CH2:17][CH3:18])[N:5]=[C:4]([C:9]2[CH:14]=[CH:13][CH:12]=[CH:11][CH:10]=2)[C:3]=1[CH:15]=[O:16]. The catalyst is CN(C=O)C. (2) The reactants are [CH:1]1([C:4]2[NH:25][C:7]3=[N:8][CH:9]=[CH:10][C:11]([C:12]4[CH:17]=[CH:16][C:15]([S:18]([NH:21][CH2:22][CH2:23][OH:24])(=[O:20])=[O:19])=[CH:14][CH:13]=4)=[C:6]3[CH:5]=2)[CH2:3][CH2:2]1.[ClH:26]. The catalyst is CO.O1CCOCC1. The product is [ClH:26].[CH:1]1([C:4]2[NH:25][C:7]3=[N:8][CH:9]=[CH:10][C:11]([C:12]4[CH:13]=[CH:14][C:15]([S:18]([NH:21][CH2:22][CH2:23][OH:24])(=[O:20])=[O:19])=[CH:16][CH:17]=4)=[C:6]3[CH:5]=2)[CH2:2][CH2:3]1. The yield is 1.00. (3) The reactants are [Cl:1][C:2]1[CH:10]=[CH:9][C:5]([C:6]([OH:8])=O)=[CH:4][N:3]=1.C1C=CC2N(O)N=NC=2C=1.C(Cl)CCl.CCN(C(C)C)C(C)C.[CH3:34][O:35][CH2:36][CH2:37][CH2:38][NH2:39]. The catalyst is C(Cl)Cl.CCOC(C)=O. The product is [Cl:1][C:2]1[CH:10]=[CH:9][C:5]([C:6]([NH:39][CH2:38][CH2:37][CH2:36][O:35][CH3:34])=[O:8])=[CH:4][N:3]=1. The yield is 0.760. (4) The reactants are [F:1][C:2]1[CH:11]=[C:10]2[C:5]([C:6](=O)[CH:7]=[CH:8][NH:9]2)=[N:4][CH:3]=1.O=P(Cl)(Cl)[Cl:15].[OH-].[Na+].C(Cl)Cl.CO.[NH4+].[OH-]. The catalyst is C(Cl)Cl. The product is [Cl:15][C:6]1[CH:7]=[CH:8][N:9]=[C:10]2[C:5]=1[N:4]=[CH:3][C:2]([F:1])=[CH:11]2. The yield is 0.640. (5) The catalyst is C1(C)C=CC=CC=1.C(OCC)(=O)C.O. The yield is 0.750. The reactants are Br[C:2]1[CH:7]=[C:6]([CH3:8])[C:5]([CH:9]([C:20]2[CH:25]=[C:24]([F:26])[CH:23]=[CH:22][C:21]=2[F:27])[S:10][C:11]2[CH:16]=[CH:15][C:14]([O:17][CH2:18][CH3:19])=[CH:13][CH:12]=2)=[CH:4][N:3]=1.CCCCCC.C([Li])CCC.CN(C)[CH:41]=[O:42]. The product is [F:27][C:21]1[CH:22]=[CH:23][C:24]([F:26])=[CH:25][C:20]=1[CH:9]([S:10][C:11]1[CH:16]=[CH:15][C:14]([O:17][CH2:18][CH3:19])=[CH:13][CH:12]=1)[C:5]1[C:6]([CH3:8])=[CH:7][C:2]([CH:41]=[O:42])=[N:3][CH:4]=1.